From a dataset of Full USPTO retrosynthesis dataset with 1.9M reactions from patents (1976-2016). Predict the reactants needed to synthesize the given product. (1) Given the product [C:5]1([CH2:4][C@H:3]([NH:11][C:12](=[O:18])[O:13][C:14]([CH3:16])([CH3:15])[CH3:17])[C:2]2[S:19][CH:20]=[CH:21][N:1]=2)[CH:10]=[CH:9][CH:8]=[CH:7][CH:6]=1, predict the reactants needed to synthesize it. The reactants are: [NH2:1][C:2](=[S:19])[C@@H:3]([NH:11][C:12](=[O:18])[O:13][C:14]([CH3:17])([CH3:16])[CH3:15])[CH2:4][C:5]1[CH:10]=[CH:9][CH:8]=[CH:7][CH:6]=1.[CH2:20](OC(OCC)CBr)[CH3:21]. (2) Given the product [NH2:23][C:18]1[CH:19]=[CH:20][CH:21]=[CH:22][C:17]=1[CH2:16][CH2:15][C:14]([N:11]1[CH2:12][CH2:13][C:8]2[C:7](=[O:27])[O:6][C:5]([CH2:1][CH:2]([CH3:3])[CH3:4])([C:28]3[CH:29]=[CH:30][CH:31]=[CH:32][CH:33]=3)[C:9]=2[CH2:10]1)=[O:26], predict the reactants needed to synthesize it. The reactants are: [CH2:1]([C:5]1([C:28]2[CH:33]=[CH:32][CH:31]=[CH:30][CH:29]=2)[C:9]2[CH2:10][N:11]([C:14](=[O:26])/[CH:15]=[CH:16]/[C:17]3[CH:22]=[CH:21][CH:20]=[CH:19][C:18]=3[N+:23]([O-])=O)[CH2:12][CH2:13][C:8]=2[C:7](=[O:27])[O:6]1)[CH:2]([CH3:4])[CH3:3]. (3) Given the product [Cl:22][C:18]1[CH:17]=[C:16]([C:15]2[S:14][C:13]([CH3:23])=[N:12][C:11]=2[C:9]([N:8]2[CH2:7][C@H:6]3[C@H:4]([CH2:5]3)[C@H:3]2[CH2:2][NH:1][C:32]([C:29]2[N:26]3[C:25]([S:24][CH:28]=[CH:27]3)=[N:31][CH:30]=2)=[O:33])=[O:10])[CH:21]=[CH:20][CH:19]=1, predict the reactants needed to synthesize it. The reactants are: [NH2:1][CH2:2][C@H:3]1[N:8]([C:9]([C:11]2[N:12]=[C:13]([CH3:23])[S:14][C:15]=2[C:16]2[CH:21]=[CH:20][CH:19]=[C:18]([Cl:22])[CH:17]=2)=[O:10])[CH2:7][C@H:6]2[C@@H:4]1[CH2:5]2.[S:24]1[CH:28]=[CH:27][N:26]2[C:29]([C:32](O)=[O:33])=[CH:30][N:31]=[C:25]12. (4) Given the product [CH2:3]=[O:4].[CH3:11][C:12]1[C:20]([CH3:19])=[C:21]([OH:22])[CH:9]=[CH:8][CH:7]=1.[CH3:42][C:35]1[CH:36]=[CH:37][CH:38]=[CH:39][C:40]=1[OH:41], predict the reactants needed to synthesize it. The reactants are: C(OC[CH:7]1[CH2:12][CH2:11]C(COCC2OC2)[CH2:9][CH2:8]1)C1[O:4][CH2:3]1.[CH3:19][CH:20](OC(C)=O)[CH2:21][O:22]C.C1(O)C=CC=CC=1.[C:35]1([CH3:42])[C:40]([OH:41])=[CH:39][CH:38]=[CH:37][CH:36]=1.C1(O)C=CC=CC=1. (5) Given the product [N:16]1[CH:21]=[CH:20][C:19]([C:22]2[CH:30]=[CH:29][C:25]([C:26]([NH:15][CH2:14][CH2:13][C:10]3[CH:11]=[CH:12][C:7]([CH2:6][N:1]4[CH2:5][CH2:4][CH2:3][CH2:2]4)=[CH:8][CH:9]=3)=[O:27])=[CH:24][CH:23]=2)=[CH:18][CH:17]=1, predict the reactants needed to synthesize it. The reactants are: [N:1]1([CH2:6][C:7]2[CH:12]=[CH:11][C:10]([CH2:13][CH2:14][NH2:15])=[CH:9][CH:8]=2)[CH2:5][CH2:4][CH2:3][CH2:2]1.[N:16]1[CH:21]=[CH:20][C:19]([C:22]2[CH:30]=[CH:29][C:25]([C:26](O)=[O:27])=[CH:24][CH:23]=2)=[CH:18][CH:17]=1. (6) Given the product [NH2:7][C:8]1[CH:9]=[C:10]([CH:11]=[CH:12][CH:13]=1)[O:14][C:15]1[N:16]=[C:17]([O:26][C:27]2[CH:32]=[CH:31][C:30]([C:33]3[CH2:34][CH2:35][N:36]([CH3:39])[CH2:37][CH:38]=3)=[CH:29][CH:28]=2)[C:18]([C:23]([NH2:24])=[O:25])=[N:19][C:20]=1[CH2:21][CH3:22], predict the reactants needed to synthesize it. The reactants are: C(OC(=O)[NH:7][C:8]1[CH:13]=[CH:12][CH:11]=[C:10]([O:14][C:15]2[C:20]([CH2:21][CH3:22])=[N:19][C:18]([C:23](=[O:25])[NH2:24])=[C:17]([O:26][C:27]3[CH:32]=[CH:31][C:30]([C:33]4[CH2:34][CH2:35][N:36]([CH3:39])[CH2:37][CH:38]=4)=[CH:29][CH:28]=3)[N:16]=2)[CH:9]=1)(C)(C)C.FC(F)(F)C(O)=O.C(=O)([O-])O.[Na+].